From a dataset of Peptide-MHC class I binding affinity with 185,985 pairs from IEDB/IMGT. Regression. Given a peptide amino acid sequence and an MHC pseudo amino acid sequence, predict their binding affinity value. This is MHC class I binding data. (1) The peptide sequence is ACQGVGGPGHK. The MHC is HLA-B58:01 with pseudo-sequence HLA-B58:01. The binding affinity (normalized) is 0.0811. (2) The peptide sequence is SWLRDIWDWI. The MHC is Patr-A0901 with pseudo-sequence Patr-A0901. The binding affinity (normalized) is 0.800. (3) The peptide sequence is NSEQGGRAY. The MHC is HLA-A01:01 with pseudo-sequence HLA-A01:01. The binding affinity (normalized) is 0.468. (4) The peptide sequence is DTPINIFGR. The MHC is Mamu-A01 with pseudo-sequence Mamu-A01. The binding affinity (normalized) is 0.246.